Dataset: Forward reaction prediction with 1.9M reactions from USPTO patents (1976-2016). Task: Predict the product of the given reaction. (1) Given the reactants I[C:2]1[C:7]([O:8][C:9]2[C:18]3[C:13](=[CH:14][C:15]([O:21][CH3:22])=[C:16]([O:19][CH3:20])[CH:17]=3)[N:12]=[CH:11][CH:10]=2)=[CH:6][CH:5]=[C:4]([CH3:23])[N:3]=1.[S:24]1[CH:28]=[CH:27][C:26](B(O)O)=[CH:25]1.C(=O)([O-])O.[Na+], predict the reaction product. The product is: [CH3:20][O:19][C:16]1[CH:17]=[C:18]2[C:13](=[CH:14][C:15]=1[O:21][CH3:22])[N:12]=[CH:11][CH:10]=[C:9]2[O:8][C:7]1[C:2]([C:26]2[CH:27]=[CH:28][S:24][CH:25]=2)=[N:3][C:4]([CH3:23])=[CH:5][CH:6]=1. (2) Given the reactants [CH3:1][C@@H:2]1[CH2:6][N:5]([C:7]([O:9][C:10]([CH3:13])([CH3:12])[CH3:11])=[O:8])[C@H:4]([C:14]2[NH:18][C:17]3[CH:19]=[C:20]([C:23]4[S:27][C:26]5[CH:28]=[C:29](B6OC(C)(C)C(C)(C)O6)[S:30][C:25]=5[CH:24]=4)[CH:21]=[CH:22][C:16]=3[N:15]=2)[CH2:3]1.Br[C:41]1[CH:62]=[CH:61][C:44]2[N:45]=[C:46]([C@@H:48]3[CH2:52][C@H:51]([CH3:53])[CH2:50][N:49]3[C:54]([O:56][C:57]([CH3:60])([CH3:59])[CH3:58])=[O:55])[O:47][C:43]=2[CH:42]=1.C(=O)([O-])[O-].[K+].[K+].C1(P(C2CCCCC2)C2C=CC=CC=2C2C(OC)=C(S(O[Na])(=O)=O)C=CC=2OC)CCCCC1, predict the reaction product. The product is: [C:10]([O:9][C:7]([N:5]1[CH2:6][C@@H:2]([CH3:1])[CH2:3][C@H:4]1[C:14]1[NH:18][C:17]2[CH:19]=[C:20]([C:23]3[S:27][C:26]4[CH:28]=[C:29]([C:41]5[CH:62]=[CH:61][C:44]6[N:45]=[C:46]([C@@H:48]7[CH2:52][C@H:51]([CH3:53])[CH2:50][N:49]7[C:54]([O:56][C:57]([CH3:59])([CH3:58])[CH3:60])=[O:55])[O:47][C:43]=6[CH:42]=5)[S:30][C:25]=4[CH:24]=3)[CH:21]=[CH:22][C:16]=2[N:15]=1)=[O:8])([CH3:13])([CH3:11])[CH3:12].